Dataset: Reaction yield outcomes from USPTO patents with 853,638 reactions. Task: Predict the reaction yield, written as a fraction of the theoretical maximum amount of product (1.0 means a 100% yield; for example, 0.34 means a 34% yield). (1) The reactants are [CH:1]([C@@H:3]1[CH2:11][C:10]2[C:5](=[CH:6][CH:7]=[CH:8][CH:9]=2)[NH:4]1)=[CH2:2].[Cl:12][CH2:13][C:14](Cl)=[O:15].C(N(CC)CC)C. No catalyst specified. The product is [CH:1]([C@@H:3]1[CH2:11][C:10]2[C:5](=[CH:6][CH:7]=[CH:8][CH:9]=2)[N:4]1[C:14](=[O:15])[CH2:13][Cl:12])=[CH2:2]. The yield is 0.820. (2) The reactants are [CH3:1][O:2][C:3]([C:5]1[C:10](Cl)=[C:9]([NH:12][C:13](=[O:15])[CH3:14])[CH:8]=[C:7]([C:16]2[CH:21]=[CH:20][C:19]([Cl:22])=[C:18]([O:23][CH3:24])[C:17]=2[F:25])[N:6]=1)=[O:4].[CH3:26][Si:27]([CH3:44])([CH3:43])[C:28]#[C:29][Sn](CCCC)(CCCC)CCCC. The catalyst is ClCCCl.Cl[Pd](Cl)([P](C1C=CC=CC=1)(C1C=CC=CC=1)C1C=CC=CC=1)[P](C1C=CC=CC=1)(C1C=CC=CC=1)C1C=CC=CC=1. The product is [CH3:1][O:2][C:3]([C:5]1[C:10]([C:29]#[C:28][Si:27]([CH3:44])([CH3:43])[CH3:26])=[C:9]([NH:12][C:13](=[O:15])[CH3:14])[CH:8]=[C:7]([C:16]2[CH:21]=[CH:20][C:19]([Cl:22])=[C:18]([O:23][CH3:24])[C:17]=2[F:25])[N:6]=1)=[O:4]. The yield is 0.211. (3) The reactants are [CH3:1][O:2][C:3](=[O:26])[CH2:4][C:5]1[CH:10]=[CH:9][CH:8]=[C:7]([O:11][CH2:12][CH2:13][C@H:14]([NH:16][CH2:17][C@H:18]([C:20]2[CH:25]=[CH:24][CH:23]=[CH:22][CH:21]=2)[CH3:19])[CH3:15])[CH:6]=1.C(O)(=O)C.[Cl:31][C:32]1[C:39]([C:40]([F:43])([F:42])[F:41])=[CH:38][CH:37]=[CH:36][C:33]=1[CH:34]=O.C(O[BH-](OC(=O)C)OC(=O)C)(=O)C.[Na+]. The catalyst is ClCCl.CCCCCC.O. The product is [CH3:1][O:2][C:3](=[O:26])[CH2:4][C:5]1[CH:10]=[CH:9][CH:8]=[C:7]([O:11][CH2:12][CH2:13][C@H:14]([N:16]([CH2:34][C:33]2[CH:36]=[CH:37][CH:38]=[C:39]([C:40]([F:41])([F:43])[F:42])[C:32]=2[Cl:31])[CH2:17][C@H:18]([C:20]2[CH:21]=[CH:22][CH:23]=[CH:24][CH:25]=2)[CH3:19])[CH3:15])[CH:6]=1. The yield is 0.400. (4) The reactants are COC1C=CC(C[N:8]2[CH:17]=[C:16]3[C:10]([C:11]([CH3:30])([CH3:29])[O:12][CH2:13][C:14]4[S:20][C:19]([NH:21][C:22]5[N:27]=[C:26]([CH3:28])[CH:25]=[CH:24][N:23]=5)=[N:18][C:15]=43)=[N:9]2)=CC=1. The catalyst is C(O)(C(F)(F)F)=O.O. The product is [CH3:29][C:11]1([CH3:30])[C:10]2[C:16](=[CH:17][NH:8][N:9]=2)[C:15]2[N:18]=[C:19]([NH:21][C:22]3[N:27]=[C:26]([CH3:28])[CH:25]=[CH:24][N:23]=3)[S:20][C:14]=2[CH2:13][O:12]1. The yield is 0.210. (5) The reactants are Br[C:2]1[C:3]([C:28]#[N:29])=[C:4]([C:18]2[CH:23]=[CH:22][N:21]=[C:20]([NH:24][C:25](=[O:27])[CH3:26])[CH:19]=2)[S:5][C:6]=1[C:7]1[N:11]=[CH:10][N:9]([CH:12]2[CH2:17][CH2:16][CH2:15][CH2:14][O:13]2)[N:8]=1.[Cl:30][C:31]1[CH:36]=[CH:35][C:34]([SH:37])=[CH:33][CH:32]=1.C(=O)([O-])[O-].[K+].[K+]. The catalyst is [Cu-]=O.CN(C=O)C. The product is [Cl:30][C:31]1[CH:36]=[CH:35][C:34]([S:37][C:2]2[C:3]([C:28]#[N:29])=[C:4]([C:18]3[CH:23]=[CH:22][N:21]=[C:20]([NH:24][C:25](=[O:27])[CH3:26])[CH:19]=3)[S:5][C:6]=2[C:7]2[N:11]=[CH:10][N:9]([CH:12]3[CH2:17][CH2:16][CH2:15][CH2:14][O:13]3)[N:8]=2)=[CH:33][CH:32]=1. The yield is 0.760.